From a dataset of Full USPTO retrosynthesis dataset with 1.9M reactions from patents (1976-2016). Predict the reactants needed to synthesize the given product. (1) Given the product [O:8]=[C:9]([N:23]1[CH2:28][CH2:27][N:26]2[C:29]([C:32]([F:35])([F:34])[F:33])=[N:30][N:31]=[C:25]2[CH2:24]1)[CH2:10][CH:11]([NH2:22])[CH2:12][C:13]1[CH:18]=[C:17]([F:19])[C:16]([F:20])=[CH:15][C:14]=1[F:21], predict the reactants needed to synthesize it. The reactants are: [BH4-].[Na+].CS(O)(=O)=O.[O:8]=[C:9]([N:23]1[CH2:28][CH2:27][N:26]2[C:29]([C:32]([F:35])([F:34])[F:33])=[N:30][N:31]=[C:25]2[CH2:24]1)[CH:10]=[C:11]([NH2:22])[CH2:12][C:13]1[CH:18]=[C:17]([F:19])[C:16]([F:20])=[CH:15][C:14]=1[F:21].N. (2) Given the product [OH:3][NH:2][C:7]([C:9]1[CH:10]=[CH:11][C:12]([NH2:19])=[C:13]([S:15]([NH2:18])(=[O:16])=[O:20])[CH:14]=1)=[NH:8], predict the reactants needed to synthesize it. The reactants are: Cl.[NH2:2][OH:3].C[O-].[Na+].[C:7]([C:9]1[CH:10]=[CH:11][C:12]([NH2:19])=[C:13]([S:15]([NH2:18])(=O)=[O:16])[CH:14]=1)#[N:8].[OH2:20]. (3) Given the product [CH3:1][O:2][C:3](=[O:17])[CH2:4][CH2:5][CH:6]1[O:10][B:9]([OH:11])[C:8]2[CH:12]=[C:13]([O:16][C:21]3[N:26]=[CH:25][CH:24]=[CH:23][N:22]=3)[CH:14]=[CH:15][C:7]1=2, predict the reactants needed to synthesize it. The reactants are: [CH3:1][O:2][C:3](=[O:17])[CH2:4][CH2:5][CH:6]1[O:10][B:9]([OH:11])[C:8]2[CH:12]=[C:13]([OH:16])[CH:14]=[CH:15][C:7]1=2.[H-].[Na+].Cl[C:21]1[N:26]=[CH:25][CH:24]=[CH:23][N:22]=1.Cl. (4) Given the product [C:23]([NH2:39])(=[O:24])[C:22]1[CH:26]=[CH:27][CH:28]=[CH:20][CH:21]=1, predict the reactants needed to synthesize it. The reactants are: C12(C3C=CC(OCC(N[C:20]4[CH:21]=[C:22]([CH:26]=[CH:27][CH:28]=4)[C:23](O)=[O:24])=O)=CC=3)CC3CC(CC(C3)C1)C2.FC(F)(F)C1C=C([NH2:39])C=CC=1.C(Cl)CCl.C1C=CC2N(O)N=NC=2C=1.CCN(C(C)C)C(C)C. (5) Given the product [C:1]([C:4]1[C:12]2[C:7](=[CH:8][CH:9]=[CH:10][CH:11]=2)[N:6]([C:14]([O:16][C:17]([CH3:20])([CH3:19])[CH3:18])=[O:13])[CH:5]=1)(=[O:3])[CH3:2], predict the reactants needed to synthesize it. The reactants are: [C:1]([C:4]1[C:12]2[C:7](=[CH:8][CH:9]=[CH:10][CH:11]=2)[NH:6][CH:5]=1)(=[O:3])[CH3:2].[O:13](C(OC(C)(C)C)=O)[C:14]([O:16][C:17]([CH3:20])([CH3:19])[CH3:18])=O. (6) Given the product [CH2:13]1[C:14]2[C:9](=[CH:8][C:7]([C:6]3[S:5][CH:4]=[C:3]([C:17](=[O:19])[CH3:18])[C:2]=3[OH:1])=[CH:16][CH:15]=2)[CH2:11][CH2:12]1, predict the reactants needed to synthesize it. The reactants are: [OH:1][C:2]1[C:3]([C:17](=[O:19])[CH3:18])=[CH:4][S:5][C:6]=1[C:7]1[CH:16]=[CH:15][C:14]2[CH2:13][CH2:12][CH2:11]C[C:9]=2[CH:8]=1.C1C2C(=CC(C3SC=C(C(=O)C)C=3OC)=CC=2)CC1.